This data is from Merck oncology drug combination screen with 23,052 pairs across 39 cell lines. The task is: Regression. Given two drug SMILES strings and cell line genomic features, predict the synergy score measuring deviation from expected non-interaction effect. (1) Drug 1: N.N.O=C(O)C1(C(=O)O)CCC1.[Pt]. Drug 2: O=C(CCCCCCC(=O)Nc1ccccc1)NO. Cell line: DLD1. Synergy scores: synergy=-3.41. (2) Drug 1: O=C(NOCC(O)CO)c1ccc(F)c(F)c1Nc1ccc(I)cc1F. Drug 2: Cc1nc(Nc2ncc(C(=O)Nc3c(C)cccc3Cl)s2)cc(N2CCN(CCO)CC2)n1. Cell line: RKO. Synergy scores: synergy=15.6. (3) Drug 1: O=c1[nH]cc(F)c(=O)[nH]1. Drug 2: CNC(=O)c1cc(Oc2ccc(NC(=O)Nc3ccc(Cl)c(C(F)(F)F)c3)cc2)ccn1. Cell line: OVCAR3. Synergy scores: synergy=-18.3. (4) Drug 1: NC1(c2ccc(-c3nc4ccn5c(=O)[nH]nc5c4cc3-c3ccccc3)cc2)CCC1. Drug 2: Cn1cc(-c2cnn3c(N)c(Br)c(C4CCCNC4)nc23)cn1. Cell line: DLD1. Synergy scores: synergy=4.80. (5) Drug 1: C=CCn1c(=O)c2cnc(Nc3ccc(N4CCN(C)CC4)cc3)nc2n1-c1cccc(C(C)(C)O)n1. Drug 2: CCc1cnn2c(NCc3ccc[n+]([O-])c3)cc(N3CCCCC3CCO)nc12. Cell line: OCUBM. Synergy scores: synergy=-2.77. (6) Drug 1: CC(=O)OC1C(=O)C2(C)C(O)CC3OCC3(OC(C)=O)C2C(OC(=O)c2ccccc2)C2(O)CC(OC(=O)C(O)C(NC(=O)c3ccccc3)c3ccccc3)C(C)=C1C2(C)C. Drug 2: CC(C)CC(NC(=O)C(Cc1ccccc1)NC(=O)c1cnccn1)B(O)O. Cell line: OVCAR3. Synergy scores: synergy=-27.9. (7) Drug 1: CN(Cc1cnc2nc(N)nc(N)c2n1)c1ccc(C(=O)NC(CCC(=O)O)C(=O)O)cc1. Drug 2: COC1=C2CC(C)CC(OC)C(O)C(C)C=C(C)C(OC(N)=O)C(OC)C=CC=C(C)C(=O)NC(=CC1=O)C2=O. Cell line: OVCAR3. Synergy scores: synergy=-39.0. (8) Cell line: OCUBM. Synergy scores: synergy=47.7. Drug 2: COC1CC2CCC(C)C(O)(O2)C(=O)C(=O)N2CCCCC2C(=O)OC(C(C)CC2CCC(OP(C)(C)=O)C(OC)C2)CC(=O)C(C)C=C(C)C(O)C(OC)C(=O)C(C)CC(C)C=CC=CC=C1C. Drug 1: N#Cc1ccc(Cn2cncc2CN2CCN(c3cccc(Cl)c3)C(=O)C2)cc1. (9) Drug 1: COc1cccc2c1C(=O)c1c(O)c3c(c(O)c1C2=O)CC(O)(C(=O)CO)CC3OC1CC(N)C(O)C(C)O1. Drug 2: C#Cc1cccc(Nc2ncnc3cc(OCCOC)c(OCCOC)cc23)c1. Cell line: SKMEL30. Synergy scores: synergy=-0.245.